Dataset: Full USPTO retrosynthesis dataset with 1.9M reactions from patents (1976-2016). Task: Predict the reactants needed to synthesize the given product. (1) The reactants are: C[N:2](/[CH:4]=[C:5](\[CH2:11][CH3:12])/[C:6]([O:8][CH2:9][CH3:10])=[O:7])C.[NH:13]([C:15]1[CH:20]=[C:19]([C:21]#[N:22])[CH:18]=[CH:17][N:16]=1)N. Given the product [C:21]([C:19]1[CH:18]=[CH:17][N:16]=[C:15]([NH:13][NH:2]/[CH:4]=[C:5](\[CH2:11][CH3:12])/[C:6]([O:8][CH2:9][CH3:10])=[O:7])[CH:20]=1)#[N:22], predict the reactants needed to synthesize it. (2) The reactants are: C([O:3][C:4](=O)[CH:5]([NH:10][S:11]([C:14]1[C:19]([CH3:20])=[CH:18][C:17]([CH3:21])=[CH:16][C:15]=1[CH3:22])(=[O:13])=[O:12])[C:6]([F:9])([F:8])[F:7])C.[H-].[Al+3].[Li+].[H-].[H-].[H-]. Given the product [CH3:22][C:15]1[CH:16]=[C:17]([CH3:21])[CH:18]=[C:19]([CH3:20])[C:14]=1[S:11]([NH:10][CH:5]([CH2:4][OH:3])[C:6]([F:8])([F:9])[F:7])(=[O:12])=[O:13], predict the reactants needed to synthesize it. (3) Given the product [F:3][C:4]1[CH:5]=[CH:6][C:7]2[N:11]=[C:10]([C@@H:12]([NH:14][C:25]3[N:33]=[CH:32][N:31]=[C:30]4[C:26]=3[N:27]=[CH:28][NH:29]4)[CH3:13])[N:9]([C:15]3[CH:20]=[CH:19][CH:18]=[CH:17][CH:16]=3)[C:8]=2[C:21]=1[O:22][CH3:23], predict the reactants needed to synthesize it. The reactants are: Cl.Cl.[F:3][C:4]1[CH:5]=[CH:6][C:7]2[N:11]=[C:10]([C@@H:12]([NH2:14])[CH3:13])[N:9]([C:15]3[CH:20]=[CH:19][CH:18]=[CH:17][CH:16]=3)[C:8]=2[C:21]=1[O:22][CH3:23].Cl[C:25]1[N:33]=[CH:32][N:31]=[C:30]2[C:26]=1[N:27]=[CH:28][N:29]2C1CCCCO1.CCN(C(C)C)C(C)C. (4) Given the product [CH:2]([C:3]1[CH:8]=[CH:7][C:6]([NH:9][S:10]([CH3:13])(=[O:12])=[O:11])=[CH:5][CH:4]=1)=[O:1], predict the reactants needed to synthesize it. The reactants are: [OH:1][CH2:2][C:3]1[CH:8]=[CH:7][C:6]([NH:9][S:10]([CH3:13])(=[O:12])=[O:11])=[CH:5][CH:4]=1.